This data is from Forward reaction prediction with 1.9M reactions from USPTO patents (1976-2016). The task is: Predict the product of the given reaction. Given the reactants [CH2:1]([C:3]1[C:8](/[CH:9]=[CH:10]/[O:11]C)=[CH:7][CH:6]=[CH:5][C:4]=1[C:13]1[S:14][C:15]([C:18]2[CH:23]=[CH:22][C:21]([O:24][CH:25]([CH3:27])[CH3:26])=[C:20]([C:28]([F:31])([F:30])[F:29])[CH:19]=2)=[N:16][N:17]=1)[CH3:2].Cl.O.O.CC(=O)OCC, predict the reaction product. The product is: [CH2:1]([C:3]1[C:4]([C:13]2[S:14][C:15]([C:18]3[CH:23]=[CH:22][C:21]([O:24][CH:25]([CH3:27])[CH3:26])=[C:20]([C:28]([F:30])([F:29])[F:31])[CH:19]=3)=[N:16][N:17]=2)=[CH:5][CH:6]=[CH:7][C:8]=1[CH2:9][CH:10]=[O:11])[CH3:2].